Dataset: Aqueous solubility values for 9,982 compounds from the AqSolDB database. Task: Regression/Classification. Given a drug SMILES string, predict its absorption, distribution, metabolism, or excretion properties. Task type varies by dataset: regression for continuous measurements (e.g., permeability, clearance, half-life) or binary classification for categorical outcomes (e.g., BBB penetration, CYP inhibition). For this dataset (solubility_aqsoldb), we predict Y. (1) The drug is [Cl-].[K+]. The Y is 0.678 log mol/L. (2) The drug is CCNCc1cc2cc(S(N)(=O)=O)oc2s1. The Y is -1.04 log mol/L. (3) The compound is Cn1nc(S(N)(=O)=O)sc1=NS(=O)(=O)c1ccc(Br)cc1. The Y is -2.51 log mol/L. (4) The drug is Cc1nc(C)c(C(=O)Nc2ccccc2)s1. The Y is -1.73 log mol/L. (5) The compound is CC(C)(CO)[N+](=O)[O-]. The Y is 1.47 log mol/L. (6) The molecule is c1ccc2c(c1)ccc1[nH]c3ccc4ccccc4c3c12. The Y is -6.63 log mol/L.